From a dataset of Forward reaction prediction with 1.9M reactions from USPTO patents (1976-2016). Predict the product of the given reaction. (1) The product is: [C:1]([O:5][C:6]([N:8]([C:37]1[N:38]=[CH:39][S:40][CH:41]=1)[S:9]([C:12]1[C:34]([F:35])=[CH:33][C:15]([O:16][C:17]2[CH:22]=[CH:21][C:20]([Cl:23])=[CH:19][C:18]=2[CH2:24][CH2:25][CH2:26][NH:27][CH2:28][C:29]([OH:31])=[O:30])=[C:14]([Cl:36])[CH:13]=1)(=[O:10])=[O:11])=[O:7])([CH3:4])([CH3:2])[CH3:3]. Given the reactants [C:1]([O:5][C:6]([N:8]([C:37]1[N:38]=[CH:39][S:40][CH:41]=1)[S:9]([C:12]1[C:34]([F:35])=[CH:33][C:15]([O:16][C:17]2[CH:22]=[CH:21][C:20]([Cl:23])=[CH:19][C:18]=2[CH2:24][CH2:25][CH2:26][NH:27][CH2:28][C:29]([O:31]C)=[O:30])=[C:14]([Cl:36])[CH:13]=1)(=[O:11])=[O:10])=[O:7])([CH3:4])([CH3:3])[CH3:2].O.[OH-].[Li+].Cl, predict the reaction product. (2) Given the reactants C(C1C=CC(C(NC2C=CC(C3SC(CCC(O)=O)=NC=3)=CC=2)=O)=CC=1)(C)(C)C.[CH3:30][C:31]([CH3:63])([CH2:37][C:38]1[S:39][C:40]([C:43]2[CH:48]=[CH:47][C:46]([NH:49][C:50](=[O:62])[C:51]3[CH:56]=[CH:55][C:54]([CH2:57][CH2:58][CH2:59][CH2:60][CH3:61])=[CH:53][CH:52]=3)=[CH:45][CH:44]=2)=[CH:41][N:42]=1)[CH2:32][C:33]([O:35]C)=[O:34], predict the reaction product. The product is: [CH3:63][C:31]([CH3:30])([CH2:37][C:38]1[S:39][C:40]([C:43]2[CH:48]=[CH:47][C:46]([NH:49][C:50](=[O:62])[C:51]3[CH:56]=[CH:55][C:54]([CH2:57][CH2:58][CH2:59][CH2:60][CH3:61])=[CH:53][CH:52]=3)=[CH:45][CH:44]=2)=[CH:41][N:42]=1)[CH2:32][C:33]([OH:35])=[O:34]. (3) Given the reactants [NH2:1][C:2]1[CH:3]=[C:4]([B:10]([OH:12])[OH:11])[CH:5]=[CH:6][C:7]=1[O:8][CH3:9].CCN(CC)CC.[CH3:20][S:21](Cl)(=[O:23])=[O:22], predict the reaction product. The product is: [CH3:9][O:8][C:7]1[CH:6]=[CH:5][C:4]([B:10]([OH:12])[OH:11])=[CH:3][C:2]=1[NH:1][S:21]([CH3:20])(=[O:23])=[O:22].